From a dataset of Full USPTO retrosynthesis dataset with 1.9M reactions from patents (1976-2016). Predict the reactants needed to synthesize the given product. (1) Given the product [CH3:1][C:2]1[CH:3]=[C:4]2[C:9](=[CH:10][CH:11]=1)[C:8](=[O:12])[N:7]([C:14]1[CH:15]=[N:16][CH:17]=[CH:18][C:19]=1[CH3:20])[CH2:6][CH2:5]2, predict the reactants needed to synthesize it. The reactants are: [CH3:1][C:2]1[CH:3]=[C:4]2[C:9](=[CH:10][CH:11]=1)[C:8](=[O:12])[NH:7][CH2:6][CH2:5]2.I[C:14]1[CH:15]=[N:16][CH:17]=[CH:18][C:19]=1[CH3:20].P([O-])([O-])([O-])=O.[K+].[K+].[K+]. (2) Given the product [CH3:14][O:15][C:2]1[N:7]([CH3:8])[C:6](=[O:9])[N:5]([CH3:10])[C:4](=[O:11])[C:3]=1[CH:12]=[O:13], predict the reactants needed to synthesize it. The reactants are: Cl[C:2]1[N:7]([CH3:8])[C:6](=[O:9])[N:5]([CH3:10])[C:4](=[O:11])[C:3]=1[CH:12]=[O:13].[CH3:14][OH:15].